This data is from Forward reaction prediction with 1.9M reactions from USPTO patents (1976-2016). The task is: Predict the product of the given reaction. Given the reactants [NH:1]1[CH2:7][CH2:6][CH2:5][CH:4]([N:8]2[CH2:13][CH2:12][N:11]([C:14]([C:29]3[CH:34]=[CH:33][CH:32]=[CH:31][C:30]=3[O:35][CH3:36])([NH:18][C:19]([NH:21][C:22]3[CH:27]=[CH:26][C:25]([Cl:28])=[CH:24][CH:23]=3)=[O:20])[C:15]([NH2:17])=[O:16])[CH2:10][CH2:9]2)[CH2:3][CH2:2]1.C=O.[BH3-][C:40]#N.[Na+], predict the reaction product. The product is: [CH3:40][N:1]1[CH2:7][CH2:6][CH2:5][CH:4]([N:8]2[CH2:9][CH2:10][N:11]([C:14]([C:29]3[CH:34]=[CH:33][CH:32]=[CH:31][C:30]=3[O:35][CH3:36])([NH:18][C:19]([NH:21][C:22]3[CH:27]=[CH:26][C:25]([Cl:28])=[CH:24][CH:23]=3)=[O:20])[C:15]([NH2:17])=[O:16])[CH2:12][CH2:13]2)[CH2:3][CH2:2]1.